This data is from Forward reaction prediction with 1.9M reactions from USPTO patents (1976-2016). The task is: Predict the product of the given reaction. (1) Given the reactants [Cl:1][C:2]1[CH:7]=[CH:6][C:5]([C:8]2[N:9]([CH2:23][C@H:24]([OH:29])[C:25]([F:28])([F:27])[F:26])[C:10](=[O:22])[N:11]([CH2:13][C:14]3[N:18]=[C:17]([CH:19]([OH:21])[CH3:20])[NH:16][N:15]=3)[N:12]=2)=[CH:4][CH:3]=1.[CH3:30][C:31]1[CH:32]=[C:33](B(O)O)[CH:34]=[CH:35][CH:36]=1, predict the reaction product. The product is: [Cl:1][C:2]1[CH:3]=[CH:4][C:5]([C:8]2[N:9]([CH2:23][C@H:24]([OH:29])[C:25]([F:26])([F:28])[F:27])[C:10](=[O:22])[N:11]([CH2:13][C:14]3[N:18]=[C:17]([CH:19]([OH:21])[CH3:20])[N:16]([C:35]4[CH:34]=[CH:33][CH:32]=[C:31]([CH3:30])[CH:36]=4)[N:15]=3)[N:12]=2)=[CH:6][CH:7]=1. (2) Given the reactants [CH2:1]([C:3]1[CH:27]=[CH:26][C:6]([O:7][C:8]2[CH:13]=[CH:12][C:11]([CH:14]3[C:19]4=[N:20][S:21](=[O:25])(=[O:24])[CH2:22][CH2:23][N:18]4[CH2:17][CH2:16][CH2:15]3)=[CH:10][CH:9]=2)=[CH:5][CH:4]=1)[CH3:2].[H-].[Na+].ClCCS(Cl)(=O)=O.C(C1C=CC(OC2C=CC(C3C(N)=NC=CC=3)=CC=2)=CC=1)C, predict the reaction product. The product is: [CH2:1]([C:3]1[CH:4]=[CH:5][C:6]([O:7][C:8]2[CH:9]=[CH:10][C:11]([C:14]3[C:19]4=[N:20][S:21](=[O:25])(=[O:24])[CH2:22][CH2:23][N:18]4[CH:17]=[CH:16][CH:15]=3)=[CH:12][CH:13]=2)=[CH:26][CH:27]=1)[CH3:2]. (3) Given the reactants [C:1]([C:3]1[CH:8]=[CH:7][C:6]([C:9]2[CH:13]=[C:12]([C:14]([OH:16])=O)[O:11][N:10]=2)=[C:5]([F:17])[CH:4]=1)#[N:2].[CH:18]1([NH:21][CH:22]2[CH2:27][CH2:26][N:25]([C:28]3[O:32][N:31]=[C:30]([CH:33]([CH3:35])[CH3:34])[N:29]=3)[CH2:24][CH2:23]2)[CH2:20][CH2:19]1, predict the reaction product. The product is: [CH:18]1([N:21]([CH:22]2[CH2:27][CH2:26][N:25]([C:28]3[O:32][N:31]=[C:30]([CH:33]([CH3:35])[CH3:34])[N:29]=3)[CH2:24][CH2:23]2)[C:14]([C:12]2[O:11][N:10]=[C:9]([C:6]3[CH:7]=[CH:8][C:3]([C:1]#[N:2])=[CH:4][C:5]=3[F:17])[CH:13]=2)=[O:16])[CH2:19][CH2:20]1. (4) Given the reactants [Si]([O:8][CH2:9][C@H:10]([O:22][CH2:23][CH2:24][O:25][CH:26]1[CH2:31][CH2:30][CH2:29][CH2:28][O:27]1)[CH:11]([CH2:15][C:16]1[CH:21]=[CH:20][CH:19]=[CH:18][CH:17]=1)[O:12]OC)(C(C)(C)C)(C)C.CCCC[N+](CCCC)(CCCC)CCCC.[F-].C1C[O:53][CH2:52]C1, predict the reaction product. The product is: [CH3:52][O:53][O:8][CH2:9][C@H:10]([O:22][CH2:23][CH2:24][O:25][CH:26]1[CH2:31][CH2:30][CH2:29][CH2:28][O:27]1)[CH:11]([CH2:15][C:16]1[CH:17]=[CH:18][CH:19]=[CH:20][CH:21]=1)[OH:12].